Dataset: Forward reaction prediction with 1.9M reactions from USPTO patents (1976-2016). Task: Predict the product of the given reaction. (1) Given the reactants [F:1][C:2]([F:36])([F:35])[C:3]1[CH:30]=[C:29]([C:31]([F:34])([F:33])[F:32])[CH:28]=[CH:27][C:4]=1[CH2:5][O:6][C:7]1[CH:16]=[C:15]2[C:10]([CH:11]=[C:12]([CH2:17][N:18]3[CH2:22][CH2:21][CH:20]([C:23](O)=[O:24])[CH2:19]3)[CH2:13][O:14]2)=[C:9]([F:26])[CH:8]=1.C1N=CN(C(N2C=NC=C2)=O)C=1.[CH3:49][S:50]([NH2:53])(=[O:52])=[O:51].C1CCN2C(=NCCC2)CC1.[ClH:65].O1CCOCC1, predict the reaction product. The product is: [ClH:65].[F:36][C:2]([F:1])([F:35])[C:3]1[CH:30]=[C:29]([C:31]([F:33])([F:34])[F:32])[CH:28]=[CH:27][C:4]=1[CH2:5][O:6][C:7]1[CH:16]=[C:15]2[C:10]([CH:11]=[C:12]([CH2:17][N:18]3[CH2:22][CH2:21][CH:20]([C:23]([NH:53][S:50]([CH3:49])(=[O:52])=[O:51])=[O:24])[CH2:19]3)[CH2:13][O:14]2)=[C:9]([F:26])[CH:8]=1. (2) The product is: [Br:17][C:14]1[CH:15]=[C:16]2[C:11](=[CH:12][CH:13]=1)[O:10][C:4]1([CH2:9][CH2:8][CH2:7][O:6][CH2:5]1)[CH2:3][C:2]2([NH:1][C:30]([O:29][C:26]([CH3:28])([CH3:27])[CH3:25])=[O:31])[C:18]([O:20][CH3:40])=[O:19]. Given the reactants [NH2:1][C:2]1([C:18]([OH:20])=[O:19])[C:16]2[C:11](=[CH:12][CH:13]=[C:14]([Br:17])[CH:15]=2)[O:10][C:4]2([CH2:9][CH2:8][CH2:7][O:6][CH2:5]2)[CH2:3]1.O=S(Cl)Cl.[CH3:25][C:26]([O:29][C:30](O[C:30]([O:29][C:26]([CH3:28])([CH3:27])[CH3:25])=[O:31])=[O:31])([CH3:28])[CH3:27].[C:40]([O-])(O)=O.[Na+], predict the reaction product. (3) Given the reactants [C:1]1([C:7](=[N:14][CH2:15][C:16]([O:18][CH2:19][CH3:20])=[O:17])[C:8]2[CH:13]=[CH:12][CH:11]=[CH:10][CH:9]=2)[CH:6]=[CH:5][CH:4]=[CH:3][CH:2]=1.C([O-])([O-])=O.[Cs+].[Cs+].[C:27]1([C:33]2[O:37][N:36]=[C:35]([C:38]3[O:42][N:41]=[C:40]4[C:43]5[C:48]([CH2:49][CH2:50][C:39]=34)=[CH:47][C:46]([CH:51]=[CH2:52])=[CH:45][CH:44]=5)[C:34]=2[C:53]([F:56])([F:55])[F:54])[CH:32]=[CH:31][CH:30]=[CH:29][CH:28]=1, predict the reaction product. The product is: [C:1]1([C:7](=[N:14][CH:15]([CH2:52][CH2:51][C:46]2[CH:47]=[C:48]3[C:43](=[CH:44][CH:45]=2)[C:40]2=[N:41][O:42][C:38]([C:35]4[C:34]([C:53]([F:55])([F:56])[F:54])=[C:33]([C:27]5[CH:28]=[CH:29][CH:30]=[CH:31][CH:32]=5)[O:37][N:36]=4)=[C:39]2[CH2:50][CH2:49]3)[C:16]([O:18][CH2:19][CH3:20])=[O:17])[C:8]2[CH:9]=[CH:10][CH:11]=[CH:12][CH:13]=2)[CH:2]=[CH:3][CH:4]=[CH:5][CH:6]=1. (4) Given the reactants [S:1]1[CH:5]=[CH:4][C:3]([C:6]([OH:8])=[O:7])=[CH:2]1.Cl[CH2:10]CCl.CO.S(=O)(=O)(O)O, predict the reaction product. The product is: [S:1]1[CH:5]=[CH:4][C:3]([C:6]([O:8][CH3:10])=[O:7])=[CH:2]1. (5) Given the reactants [Br:1][C:2]1[CH:7]=[CH:6][N:5]=[C:4]([CH2:8][C:9]([C:11]2[CH:16]=[CH:15][C:14]([F:17])=[CH:13][CH:12]=2)=O)[CH:3]=1.C(O)C.N1C=CC=CC=1.Cl.[NH2:28][OH:29], predict the reaction product. The product is: [Br:1][C:2]1[CH:7]=[CH:6][N:5]=[C:4]([CH2:8][C:9]([C:11]2[CH:16]=[CH:15][C:14]([F:17])=[CH:13][CH:12]=2)=[N:28][OH:29])[CH:3]=1.